Dataset: Reaction yield outcomes from USPTO patents with 853,638 reactions. Task: Predict the reaction yield, written as a fraction of the theoretical maximum amount of product (1.0 means a 100% yield; for example, 0.34 means a 34% yield). (1) The yield is 0.920. The product is [C:31]([N:24]1[C:25]([CH:27]2[CH2:28][CH2:29]2)=[CH:26][C:22]([NH:21][C:3]2[C:2]([Br:1])=[CH:7][N:6]=[C:5]([C:8]3[S:12][C:11]([S:13]([NH:16][C:17]([CH3:19])([CH3:20])[CH3:18])(=[O:14])=[O:15])=[CH:10][CH:9]=3)[N:4]=2)=[N:23]1)(=[O:32])[CH3:30]. The catalyst is C1COCC1.O. The reactants are [Br:1][C:2]1[C:3]([NH:21][C:22]2[CH:26]=[C:25]([CH:27]3[CH2:29][CH2:28]3)[NH:24][N:23]=2)=[N:4][C:5]([C:8]2[S:12][C:11]([S:13]([NH:16][C:17]([CH3:20])([CH3:19])[CH3:18])(=[O:15])=[O:14])=[CH:10][CH:9]=2)=[N:6][CH:7]=1.[CH3:30][C:31](OC(C)=O)=[O:32]. (2) The product is [Br:18][C:2]1[CH:3]=[C:4]([C:11]([O:13][CH2:14][CH3:15])=[O:12])[C:5]2[CH:10]=[N:9][NH:8][C:6]=2[N:7]=1. The reactants are O[C:2]1[CH:3]=[C:4]([C:11]([O:13][CH2:14][CH3:15])=[O:12])[C:5]2[CH:10]=[N:9][NH:8][C:6]=2[N:7]=1.P(Br)(Br)([Br:18])=O. The catalyst is C(#N)C. The yield is 0.770. (3) The reactants are Cl[C:2](Cl)(Cl)[C:3](=N)[O:4][C@H:5]1[O:22][C@H:21]([CH2:23][O:24][C:25](=[O:27])[CH3:26])[C@@H:16]([O:17][C:18](=[O:20])[CH3:19])[C@H:11]([O:12][C:13](=[O:15])[CH3:14])[C@@H:6]1[O:7][C:8](=[O:10])[CH3:9].[I:31][C:32]1[CH:37]=CC(O)=[CH:34][CH:33]=1. The catalyst is C1(C)C=CC=CC=1.CCOC(C)=O.C([O-])(O)=O.[Na+].[Si](OS(C(F)(F)F)(=O)=O)(C)(C)C. The product is [C:8]([O:7][C@H:6]1[C@@H:11]([O:12][C:13](=[O:15])[CH3:14])[C@H:16]([O:17][C:18](=[O:20])[CH3:19])[C@@H:21]([CH2:23][O:24][C:25](=[O:27])[CH3:26])[O:22][C@@H:5]1[O:4][C:3]1[CH:34]=[CH:33][C:32]([I:31])=[CH:37][CH:2]=1)(=[O:10])[CH3:9]. The yield is 1.00. (4) The reactants are [CH3:1][NH:2][CH:3]1[CH2:8][CH2:7][N:6]([C:9]([O:11][C:12]([CH3:15])([CH3:14])[CH3:13])=[O:10])[CH2:5][CH2:4]1.Br[C:17]1[CH:22]=[CH:21][CH:20]=[CH:19][N:18]=1.C(N(CC)C(C)C)(C)C.C(=O)([O-])[O-].[K+].[K+]. No catalyst specified. The product is [CH3:1][N:2]([C:17]1[CH:22]=[CH:21][CH:20]=[CH:19][N:18]=1)[CH:3]1[CH2:8][CH2:7][N:6]([C:9]([O:11][C:12]([CH3:15])([CH3:14])[CH3:13])=[O:10])[CH2:5][CH2:4]1. The yield is 0.240. (5) The reactants are [CH2:1]([CH:3]([CH2:6][CH2:7][CH2:8][CH3:9])[CH2:4][OH:5])[CH3:2].[H-].[Na+].[F:12][C:13]1[CH:18]=[CH:17][C:16]([N:19]2[C:24](=[O:25])[C:23](OS(C3C=CC(C)=CC=3)(=O)=O)=[C:22]([C:37]3[CH:42]=[CH:41][C:40]([S:43]([CH3:46])(=[O:45])=[O:44])=[CH:39][CH:38]=3)[CH:21]=[N:20]2)=[CH:15][CH:14]=1. The catalyst is C1COCC1. The product is [F:12][C:13]1[CH:18]=[CH:17][C:16]([N:19]2[C:24](=[O:25])[C:23]([O:5][CH2:4][CH:3]([CH2:1][CH3:2])[CH2:6][CH2:7][CH2:8][CH3:9])=[C:22]([C:37]3[CH:42]=[CH:41][C:40]([S:43]([CH3:46])(=[O:44])=[O:45])=[CH:39][CH:38]=3)[CH:21]=[N:20]2)=[CH:15][CH:14]=1. The yield is 0.600. (6) The reactants are [F:1][C:2]([F:24])([F:23])[C:3]1[CH:4]=[C:5]([C:13]2[N:17]=[CH:16][N:15](/[CH:18]=[CH:19]/[C:20](O)=[O:21])[N:14]=2)[CH:6]=[C:7]([C:9]([F:12])([F:11])[F:10])[CH:8]=1.[NH:25]([C:27]1[CH:32]=[N:31][CH:30]=[CH:29][N:28]=1)[NH2:26].C(P1(=O)OP(CCC)(=O)OP(CCC)(=O)O1)CC.CCN(C(C)C)C(C)C. The catalyst is CCOC(C)=O.C1COCC1.CCOCC. The product is [F:1][C:2]([F:24])([F:23])[C:3]1[CH:4]=[C:5]([C:13]2[N:17]=[CH:16][N:15](/[CH:18]=[CH:19]/[C:20]([NH:26][NH:25][C:27]3[CH:32]=[N:31][CH:30]=[CH:29][N:28]=3)=[O:21])[N:14]=2)[CH:6]=[C:7]([C:9]([F:11])([F:12])[F:10])[CH:8]=1. The yield is 0.290.